From a dataset of NCI-60 drug combinations with 297,098 pairs across 59 cell lines. Regression. Given two drug SMILES strings and cell line genomic features, predict the synergy score measuring deviation from expected non-interaction effect. (1) Drug 1: CC1=C(N=C(N=C1N)C(CC(=O)N)NCC(C(=O)N)N)C(=O)NC(C(C2=CN=CN2)OC3C(C(C(C(O3)CO)O)O)OC4C(C(C(C(O4)CO)O)OC(=O)N)O)C(=O)NC(C)C(C(C)C(=O)NC(C(C)O)C(=O)NCCC5=NC(=CS5)C6=NC(=CS6)C(=O)NCCC[S+](C)C)O. Drug 2: C1CN(P(=O)(OC1)NCCCl)CCCl. Cell line: ACHN. Synergy scores: CSS=54.8, Synergy_ZIP=0.628, Synergy_Bliss=-0.808, Synergy_Loewe=-29.9, Synergy_HSA=-1.59. (2) Drug 1: CC(C1=C(C=CC(=C1Cl)F)Cl)OC2=C(N=CC(=C2)C3=CN(N=C3)C4CCNCC4)N. Drug 2: CCC(=C(C1=CC=CC=C1)C2=CC=C(C=C2)OCCN(C)C)C3=CC=CC=C3.C(C(=O)O)C(CC(=O)O)(C(=O)O)O. Cell line: 786-0. Synergy scores: CSS=2.27, Synergy_ZIP=-1.34, Synergy_Bliss=1.20, Synergy_Loewe=1.75, Synergy_HSA=1.63.